This data is from Forward reaction prediction with 1.9M reactions from USPTO patents (1976-2016). The task is: Predict the product of the given reaction. (1) Given the reactants Cl[C:2]1[CH:7]=[C:6]([C:8]2[CH:13]=[C:12]([Br:14])[CH:11]=[CH:10][C:9]=2[CH3:15])[N:5]=[C:4]([NH2:16])[N:3]=1.[NH2:17][C:18]1[CH:23]=[CH:22][C:21]([CH2:24][CH2:25][OH:26])=[CH:20][CH:19]=1, predict the reaction product. The product is: [NH2:16][C:4]1[N:3]=[C:2]([NH:17][C:18]2[CH:23]=[CH:22][C:21]([CH2:24][CH2:25][OH:26])=[CH:20][CH:19]=2)[CH:7]=[C:6]([C:8]2[CH:13]=[C:12]([Br:14])[CH:11]=[CH:10][C:9]=2[CH3:15])[N:5]=1. (2) Given the reactants [Cl:1][C:2]1[C:11]2[C:6](=[CH:7][CH:8]=[CH:9][CH:10]=2)[C:5]([N:12]2[CH2:17][CH2:16][N:15](C(OC(C)(C)C)=O)[CH2:14][C@H:13]2[CH3:25])=[N:4][N:3]=1.FC(F)(F)C(O)=O.C([O-])(O)=O.[Na+], predict the reaction product. The product is: [Cl:1][C:2]1[C:11]2[C:6](=[CH:7][CH:8]=[CH:9][CH:10]=2)[C:5]([N:12]2[CH2:17][CH2:16][NH:15][CH2:14][C@H:13]2[CH3:25])=[N:4][N:3]=1. (3) The product is: [C:11]([O:15][C:16]([NH:18][C:19]1[CH:24]=[CH:23][CH:22]=[CH:21][C:20]=1[NH:25][C:6](=[O:8])[C:5]1[CH:9]=[CH:10][C:2]([Br:1])=[N:3][CH:4]=1)=[O:17])([CH3:14])([CH3:12])[CH3:13]. Given the reactants [Br:1][C:2]1[CH:10]=[CH:9][C:5]([C:6]([OH:8])=O)=[CH:4][N:3]=1.[C:11]([O:15][C:16]([NH:18][C:19]1[CH:24]=[CH:23][CH:22]=[CH:21][C:20]=1[NH2:25])=[O:17])([CH3:14])([CH3:13])[CH3:12].O, predict the reaction product. (4) The product is: [C:22]([OH:41])(=[O:40])[CH2:23][CH2:24][CH2:25][CH2:26][CH2:27][CH2:28][CH2:29]/[CH:30]=[CH:31]\[CH2:32][CH2:33][CH2:34][CH2:35][CH2:36][CH2:37][CH2:38][CH3:39].[C:22]([OH:41])(=[O:40])[CH2:23][CH2:24][CH2:25][CH2:26][CH2:27][CH2:28][CH2:29]/[CH:30]=[CH:31]\[CH2:32][CH2:33][CH2:34][CH2:35][CH2:36][CH2:37][CH2:38][CH3:39].[NH2:1][C@H:2]([C:8]([O-:10])=[O:9])[CH2:3][CH2:4][CH2:5][CH2:6][NH2:7].[Mg+2:11].[NH2:12][C@H:13]([C:19]([O-:21])=[O:20])[CH2:14][CH2:15][CH2:16][CH2:17][NH2:18]. Given the reactants [NH2:1][C@H:2]([C:8]([O-:10])=[O:9])[CH2:3][CH2:4][CH2:5][CH2:6][NH2:7].[Mg+2:11].[NH2:12][C@H:13]([C:19]([O-:21])=[O:20])[CH2:14][CH2:15][CH2:16][CH2:17][NH2:18].[C:22]([OH:41])(=[O:40])[CH2:23][CH2:24][CH2:25][CH2:26][CH2:27][CH2:28][CH2:29]/[CH:30]=[CH:31]\[CH2:32][CH2:33][CH2:34][CH2:35][CH2:36][CH2:37][CH2:38][CH3:39], predict the reaction product.